Dataset: Forward reaction prediction with 1.9M reactions from USPTO patents (1976-2016). Task: Predict the product of the given reaction. Given the reactants CO[C:3](=[O:12])[C:4]1[CH:9]=[CH:8][C:7]([Br:10])=[C:6]([CH3:11])[CH:5]=1.[NH4+].[Cl-].[C:15](OCC)(=O)[CH3:16].[CH2:21]1COC[CH2:22]1, predict the reaction product. The product is: [Br:10][C:7]1[CH:8]=[CH:9][C:4]([C:3]([OH:12])([CH2:21][CH3:22])[CH2:15][CH3:16])=[CH:5][C:6]=1[CH3:11].